This data is from Forward reaction prediction with 1.9M reactions from USPTO patents (1976-2016). The task is: Predict the product of the given reaction. Given the reactants [F:1][C:2]1[CH:3]=[C:4]([C:8]2[C@:9]3([CH2:25][CH2:24][C@H:23]4[C@@H:14]([CH2:15][CH2:16][C:17]5[CH:18]=[C:19]([C:26]([OH:28])=O)[CH:20]=[CH:21][C:22]=54)[C@@H:11]3[CH2:12][CH:13]=2)[CH3:10])[CH:5]=[N:6][CH:7]=1.[NH2:29][CH2:30][C@H:31]([OH:33])[CH3:32], predict the reaction product. The product is: [F:1][C:2]1[CH:3]=[C:4]([C:8]2[C@:9]3([CH2:25][CH2:24][C@H:23]4[C@@H:14]([CH2:15][CH2:16][C:17]5[CH:18]=[C:19]([C:26]([NH:29][CH2:30][C@H:31]([OH:33])[CH3:32])=[O:28])[CH:20]=[CH:21][C:22]=54)[C@@H:11]3[CH2:12][CH:13]=2)[CH3:10])[CH:5]=[N:6][CH:7]=1.